From a dataset of CYP2C9 inhibition data for predicting drug metabolism from PubChem BioAssay. Regression/Classification. Given a drug SMILES string, predict its absorption, distribution, metabolism, or excretion properties. Task type varies by dataset: regression for continuous measurements (e.g., permeability, clearance, half-life) or binary classification for categorical outcomes (e.g., BBB penetration, CYP inhibition). Dataset: cyp2c9_veith. (1) The compound is COc1cccc(C(=O)N(C)c2nnc(-c3ccncc3)s2)c1. The result is 1 (inhibitor). (2) The compound is CC1(COc2ccc(C[C@H]3SC(=O)NC3=O)cc2)CCCCC1. The result is 0 (non-inhibitor). (3) The molecule is C[C@H](CCC(=O)O)[C@H]1CC[C@@H]2[C@@H]3[C@@H](O)C[C@H]4C[C@@H](O)CC[C@@]4(C)[C@H]3CC[C@]12C. The result is 0 (non-inhibitor).